From a dataset of NCI-60 drug combinations with 297,098 pairs across 59 cell lines. Regression. Given two drug SMILES strings and cell line genomic features, predict the synergy score measuring deviation from expected non-interaction effect. (1) Synergy scores: CSS=0.883, Synergy_ZIP=-0.529, Synergy_Bliss=-4.97, Synergy_Loewe=-1.60, Synergy_HSA=-7.49. Drug 1: CC1=C2C(C(=O)C3(C(CC4C(C3C(C(C2(C)C)(CC1OC(=O)C(C(C5=CC=CC=C5)NC(=O)C6=CC=CC=C6)O)O)OC(=O)C7=CC=CC=C7)(CO4)OC(=O)C)O)C)OC(=O)C. Cell line: HCT-15. Drug 2: CN(C(=O)NC(C=O)C(C(C(CO)O)O)O)N=O. (2) Drug 1: CS(=O)(=O)CCNCC1=CC=C(O1)C2=CC3=C(C=C2)N=CN=C3NC4=CC(=C(C=C4)OCC5=CC(=CC=C5)F)Cl. Drug 2: COC1=C2C(=CC3=C1OC=C3)C=CC(=O)O2. Cell line: OVCAR3. Synergy scores: CSS=9.33, Synergy_ZIP=-4.04, Synergy_Bliss=-2.13, Synergy_Loewe=-3.16, Synergy_HSA=-1.36. (3) Drug 1: CN1C(=O)N2C=NC(=C2N=N1)C(=O)N. Drug 2: CC(C)(C#N)C1=CC(=CC(=C1)CN2C=NC=N2)C(C)(C)C#N. Cell line: HCT-15. Synergy scores: CSS=-13.6, Synergy_ZIP=16.3, Synergy_Bliss=16.9, Synergy_Loewe=-10.3, Synergy_HSA=-2.70. (4) Drug 1: CC1=CC=C(C=C1)C2=CC(=NN2C3=CC=C(C=C3)S(=O)(=O)N)C(F)(F)F. Drug 2: CS(=O)(=O)CCNCC1=CC=C(O1)C2=CC3=C(C=C2)N=CN=C3NC4=CC(=C(C=C4)OCC5=CC(=CC=C5)F)Cl. Cell line: MDA-MB-231. Synergy scores: CSS=4.11, Synergy_ZIP=3.40, Synergy_Bliss=0.302, Synergy_Loewe=-2.80, Synergy_HSA=-1.18. (5) Drug 1: C1=C(C(=O)NC(=O)N1)F. Drug 2: CC1CCC2CC(C(=CC=CC=CC(CC(C(=O)C(C(C(=CC(C(=O)CC(OC(=O)C3CCCCN3C(=O)C(=O)C1(O2)O)C(C)CC4CCC(C(C4)OC)OCCO)C)C)O)OC)C)C)C)OC. Cell line: MDA-MB-231. Synergy scores: CSS=23.0, Synergy_ZIP=-8.05, Synergy_Bliss=-2.54, Synergy_Loewe=2.46, Synergy_HSA=3.21. (6) Drug 1: CC1C(C(CC(O1)OC2CC(CC3=C2C(=C4C(=C3O)C(=O)C5=C(C4=O)C(=CC=C5)OC)O)(C(=O)CO)O)N)O.Cl. Drug 2: C1=CC(=CC=C1CC(C(=O)O)N)N(CCCl)CCCl.Cl. Cell line: UACC-257. Synergy scores: CSS=10.4, Synergy_ZIP=-5.18, Synergy_Bliss=-2.88, Synergy_Loewe=0.162, Synergy_HSA=0.332.